Dataset: Forward reaction prediction with 1.9M reactions from USPTO patents (1976-2016). Task: Predict the product of the given reaction. (1) Given the reactants FC(F)(F)C(O)=O.C(OC(=O)[NH:14][C@H:15]([C:28](=[O:30])[NH2:29])[CH2:16][C:17]1[CH:22]=[CH:21][C:20]([O:23][CH2:24][C:25](=[O:27])[CH3:26])=[CH:19][CH:18]=1)(C)(C)C, predict the reaction product. The product is: [NH2:14][C@@H:15]([CH2:16][C:17]1[CH:22]=[CH:21][C:20]([O:23][CH2:24][C:25](=[O:27])[CH3:26])=[CH:19][CH:18]=1)[C:28]([NH2:29])=[O:30]. (2) Given the reactants Br[C:2]1[CH:8]=[CH:7][C:5]([NH2:6])=[C:4]([N+:9]([O-:11])=[O:10])[CH:3]=1.[F:12][C:13]([F:24])([F:23])[C:14]1[CH:19]=[CH:18][CH:17]=[CH:16][C:15]=1B(O)O.C(Cl)Cl, predict the reaction product. The product is: [N+:9]([C:4]1[CH:3]=[C:2]([C:15]2[CH:16]=[CH:17][CH:18]=[CH:19][C:14]=2[C:13]([F:24])([F:23])[F:12])[CH:8]=[CH:7][C:5]=1[NH2:6])([O-:11])=[O:10]. (3) Given the reactants [Cl:1][C:2]1[CH:3]=[C:4]([C@@H:8]([OH:39])[CH2:9][N:10]([CH2:18][CH2:19][C:20]2[CH:25]=[CH:24][C:23]([S:26]([C:29]3[CH:34]=[CH:33][C:32]([O:35][CH:36]([F:38])[F:37])=[CH:31][CH:30]=3)(=[O:28])=[O:27])=[CH:22][CH:21]=2)C(=O)OC(C)(C)C)[CH:5]=[CH:6][CH:7]=1.Cl, predict the reaction product. The product is: [Cl:1][C:2]1[CH:3]=[C:4]([C@@H:8]([OH:39])[CH2:9][NH:10][CH2:18][CH2:19][C:20]2[CH:21]=[CH:22][C:23]([S:26]([C:29]3[CH:34]=[CH:33][C:32]([O:35][CH:36]([F:37])[F:38])=[CH:31][CH:30]=3)(=[O:27])=[O:28])=[CH:24][CH:25]=2)[CH:5]=[CH:6][CH:7]=1. (4) Given the reactants [C:1]([NH:4][C:5]1[CH:10]=[C:9]([Cl:11])[CH:8]=[CH:7][C:6]=1/[CH:12]=[CH:13]/[C:14]([OH:16])=O)(=[O:3])[CH3:2].CCN=C=NCCCN(C)C.C1C=CC2N(O)N=NC=2C=1.[CH2:38]([O:45][CH2:46][C@@H:47]1[CH2:52][N:51]([CH2:53][C:54]2[CH:59]=[CH:58][C:57]([F:60])=[CH:56][CH:55]=2)[C@@H:50]([CH3:61])[CH2:49][NH:48]1)[C:39]1[CH:44]=[CH:43][CH:42]=[CH:41][CH:40]=1, predict the reaction product. The product is: [CH2:38]([O:45][CH2:46][C@@H:47]1[CH2:52][N:51]([CH2:53][C:54]2[CH:55]=[CH:56][C:57]([F:60])=[CH:58][CH:59]=2)[C@@H:50]([CH3:61])[CH2:49][N:48]1[C:14](=[O:16])/[CH:13]=[CH:12]/[C:6]1[CH:7]=[CH:8][C:9]([Cl:11])=[CH:10][C:5]=1[NH:4][C:1](=[O:3])[CH3:2])[C:39]1[CH:40]=[CH:41][CH:42]=[CH:43][CH:44]=1. (5) Given the reactants [CH3:1][C:2]1[CH:3]=[C:4]([NH:13][C:14]2[N:19]=[C:18]([C:20]([F:23])([F:22])[F:21])[CH:17]=[CH:16][N:15]=2)[CH:5]=[C:6]([C:8]2[S:12][CH:11]=[N:10][CH:9]=2)[CH:7]=1.[Li+].CC([N-]C(C)C)C.[O:32]=[C:33]1[CH2:42][CH2:41][CH2:40][C:39]2[CH:38]=[C:37]([C:43]([OH:45])=[O:44])[CH:36]=[CH:35][C:34]1=2, predict the reaction product. The product is: [OH:32][C:33]1([C:11]2[S:12][C:8]([C:6]3[CH:5]=[C:4]([NH:13][C:14]4[N:19]=[C:18]([C:20]([F:21])([F:23])[F:22])[CH:17]=[CH:16][N:15]=4)[CH:3]=[C:2]([CH3:1])[CH:7]=3)=[CH:9][N:10]=2)[CH2:42][CH2:41][CH2:40][C:39]2[CH:38]=[C:37]([C:43]([OH:45])=[O:44])[CH:36]=[CH:35][C:34]1=2. (6) The product is: [NH:17]1[C:16]([C:12]2[CH:11]=[C:10]3[C:15](=[CH:14][CH:13]=2)[NH:7][N:8]=[C:9]3[C:40]2[CH:41]=[C:42]([C:43]([NH:57][CH2:56][CH:53]3[CH2:55][CH2:54]3)=[O:45])[CH:47]=[CH:48][CH:49]=2)=[N:20][CH:19]=[N:18]1. Given the reactants O1CCCCC1[N:7]1[C:15]2[C:10](=[CH:11][C:12]([C:16]3[N:20]=[CH:19][N:18](C(C4C=CC=CC=4)(C4C=CC=CC=4)C4C=CC=CC=4)[N:17]=3)=[CH:13][CH:14]=2)[C:9]([C:40]2[CH:41]=[C:42]([CH:47]=[CH:48][CH:49]=2)[C:43]([O:45]C)=O)=[N:8]1.O.[OH-].[Li+].[CH:53]1([CH2:56][NH2:57])[CH2:55][CH2:54]1.O.ON1C2C=CC=CC=2N=N1.Cl.CN(C)CCCN=C=NCC, predict the reaction product.